Regression/Classification. Given a drug SMILES string, predict its toxicity properties. Task type varies by dataset: regression for continuous values (e.g., LD50, hERG inhibition percentage) or binary classification for toxic/non-toxic outcomes (e.g., AMES mutagenicity, cardiotoxicity, hepatotoxicity). Dataset: herg_karim. From a dataset of hERG potassium channel inhibition data for cardiac toxicity prediction from Karim et al.. (1) The drug is Cc1cc2cc(N=C(NC#N)N[C@H]3CCCCN(CC(=O)N4CCCC4)C3=O)ccc2o1. The result is 0 (non-blocker). (2) The molecule is CCc1cc(Oc2cc(Cl)ccc2CNC)ccc1Cl. The result is 1 (blocker). (3) The molecule is CN1CCc2cncn2Cc2ccc(C#N)c(c2)Oc2ccc3cccc(c3c2)N2CC[C@H]1C2=O. The result is 1 (blocker). (4) The result is 0 (non-blocker). The molecule is O=C1COc2cc3c(cc2N1)CCC3N1CCC(NC(=O)c2cc(=O)c3ccc(F)cc3o2)CC1. (5) The molecule is CCOC(=O)c1ccc(CCN2CCN(CCc3ccc([N+](=O)[O-])cc3)CC2)cc1. The result is 1 (blocker). (6) The result is 0 (non-blocker). The drug is O=C(Nc1ccc(F)cn1)[C@H](CN1CC(O)C1)Oc1ncnc2c1cnn2-c1ccccc1Cl. (7) The drug is COc1ccccc1OCC[NH2+]C[C@@H](O)COC1=CC=CC2=Nc3ccccc3[C@@H]12. The result is 0 (non-blocker). (8) The compound is Cc1nnc(N2CC[C@@H](F)C2)c2nn(-c3ccc(OCC(F)(F)F)cc3)c(C)c12. The result is 1 (blocker). (9) The drug is COCCOC(=O)N1C[C@@H]2C[C@@H](NC3CCOCC3OC)C[C@]2(C(=O)N2CCc3ncc(C(F)(F)F)cc3C2)C1. The result is 0 (non-blocker).